Dataset: Reaction yield outcomes from USPTO patents with 853,638 reactions. Task: Predict the reaction yield, written as a fraction of the theoretical maximum amount of product (1.0 means a 100% yield; for example, 0.34 means a 34% yield). (1) The reactants are [F:1][C:2]1[CH:7]=[CH:6][C:5]([C:8]2[C:13]([C:14]3[CH:19]=[CH:18][N:17]=[CH:16][CH:15]=3)=[CH:12][C:11]([C:20]#[N:21])=[C:10](O)[N:9]=2)=[CH:4][CH:3]=1.O=P(Cl)(Cl)[Cl:25].N. The catalyst is CN(C=O)C. The product is [Cl:25][C:10]1[N:9]=[C:8]([C:5]2[CH:6]=[CH:7][C:2]([F:1])=[CH:3][CH:4]=2)[C:13]([C:14]2[CH:19]=[CH:18][N:17]=[CH:16][CH:15]=2)=[CH:12][C:11]=1[C:20]#[N:21]. The yield is 0.550. (2) The reactants are [CH2:1]([O:3][C:4](=[O:19])[CH:5]([C:14]([CH:16]1[CH2:18][CH2:17]1)=O)[C:6](=O)[C:7]1[CH:8]=[N:9][CH:10]=[N:11][CH:12]=1)[CH3:2].Cl.[NH2:21][NH2:22]. No catalyst specified. The product is [CH2:1]([O:3][C:4]([C:5]1[C:6]([C:7]2[CH:8]=[N:9][CH:10]=[N:11][CH:12]=2)=[N:21][NH:22][C:14]=1[CH:16]1[CH2:18][CH2:17]1)=[O:19])[CH3:2]. The yield is 0.390.